Dataset: Full USPTO retrosynthesis dataset with 1.9M reactions from patents (1976-2016). Task: Predict the reactants needed to synthesize the given product. Given the product [CH2:50]([O:54][C:55]([NH:57][C@@H:58]([C:62]([CH3:65])([CH3:64])[CH3:63])[C:59]([N:30]1[CH2:31][C@:27]([O:26][CH3:25])([C:36]2[CH:45]=[CH:44][C:43]3[C:38](=[CH:39][C:40]([CH:48]=[CH2:49])=[C:41]([O:46][CH3:47])[CH:42]=3)[CH:37]=2)[CH2:28][C@H:29]1[C:32]([O:34][CH3:35])=[O:33])=[O:60])=[O:56])[CH2:51][CH:52]=[CH2:53], predict the reactants needed to synthesize it. The reactants are: CN(C(ON1N=NC2C=CC=NC1=2)=[N+](C)C)C.F[P-](F)(F)(F)(F)F.[CH3:25][O:26][C@:27]1([C:36]2[CH:45]=[CH:44][C:43]3[C:38](=[CH:39][C:40]([CH:48]=[CH2:49])=[C:41]([O:46][CH3:47])[CH:42]=3)[CH:37]=2)[CH2:31][NH:30][C@H:29]([C:32]([O:34][CH3:35])=[O:33])[CH2:28]1.[CH2:50]([O:54][C:55]([NH:57][C@@H:58]([C:62]([CH3:65])([CH3:64])[CH3:63])[C:59](O)=[O:60])=[O:56])[CH2:51][CH:52]=[CH2:53].CCN(C(C)C)C(C)C.